Task: Predict the reaction yield, written as a fraction of the theoretical maximum amount of product (1.0 means a 100% yield; for example, 0.34 means a 34% yield).. Dataset: Reaction yield outcomes from USPTO patents with 853,638 reactions (1) The reactants are [NH:1]1[C:9]2[C:4](=[CH:5][CH:6]=[CH:7][CH:8]=2)[C:3]([C:10]([O:12][CH2:13][CH3:14])=[O:11])=[N:2]1.[N+:15]([O-])([OH:17])=[O:16]. The catalyst is S(=O)(=O)(O)O. The product is [N+:15]([C:6]1[CH:5]=[C:4]2[C:9](=[CH:8][CH:7]=1)[NH:1][N:2]=[C:3]2[C:10]([O:12][CH2:13][CH3:14])=[O:11])([O-:17])=[O:16]. The yield is 0.530. (2) The catalyst is O1CCOCC1.C1C=CC([P]([Pd]([P](C2C=CC=CC=2)(C2C=CC=CC=2)C2C=CC=CC=2)([P](C2C=CC=CC=2)(C2C=CC=CC=2)C2C=CC=CC=2)[P](C2C=CC=CC=2)(C2C=CC=CC=2)C2C=CC=CC=2)(C2C=CC=CC=2)C2C=CC=CC=2)=CC=1. The yield is 0.870. The reactants are [Br:1][C:2]1[CH:7]=[CH:6][C:5]([NH2:8])=[C:4](I)[CH:3]=1.[C:10]1(B2OC(C)(C)C(C)(C)O2)[CH2:15][CH2:14][CH2:13][CH2:12][CH:11]=1.C([O-])([O-])=O.[Na+].[Na+].CCOC(C)=O. The product is [Br:1][C:2]1[CH:7]=[CH:6][C:5]([NH2:8])=[C:4]([C:10]2[CH2:15][CH2:14][CH2:13][CH2:12][CH:11]=2)[CH:3]=1. (3) The reactants are CC(C)COC(=O)[NH:6][C:7]1[CH:12]=[CH:11][CH:10]=[C:9]([F:13])[CH:8]=1.[C:16]([O:19][C@H:20]([CH2:26]Cl)[CH2:21][NH:22][C:23](=[O:25])[CH3:24])(=[O:18])C.CO.[Cl-].[NH4+]. The catalyst is CCCCCCC.C1(C)C=CC=CC=1.O.CN(C)C=O. The product is [F:13][C:9]1[CH:8]=[C:7]([N:6]2[CH2:26][C@H:20]([CH2:21][NH:22][C:23](=[O:25])[CH3:24])[O:19][C:16]2=[O:18])[CH:12]=[CH:11][CH:10]=1. The yield is 0.630. (4) The reactants are COC1C=C(OC)C=CC=1C[NH:6][C:7]([C:9]1[CH:27]=[CH:26][C:12]2[CH2:13][C@@H:14]3[C@H:19]([CH3:20])[C@:18]([CH3:21])([C:11]=2[CH:10]=1)[CH2:17][CH2:16][N:15]3[CH2:22][CH2:23][O:24][CH3:25])=[O:8]. The catalyst is FC(F)(F)C(O)=O. The product is [CH3:25][O:24][CH2:23][CH2:22][N:15]1[CH2:16][CH2:17][C@:18]2([CH3:21])[C@@H:19]([CH3:20])[C@H:14]1[CH2:13][C:12]1[CH:26]=[CH:27][C:9]([C:7]([NH2:6])=[O:8])=[CH:10][C:11]=12. The yield is 0.540. (5) The reactants are [CH3:1][O:2][C:3]([N:5]1[CH2:10][C:9](=[O:11])[N:8]2[CH:12]([C:15]([OH:17])=O)[CH2:13][CH2:14][CH:7]2[CH2:6]1)=[O:4].CN(C(ON1N=NC2C=CC=NC1=2)=[N+](C)C)C.F[P-](F)(F)(F)(F)F.CN1CCOCC1.Cl.[NH2:50][CH2:51][C:52]([C:54]1[CH:59]=[CH:58][C:57]([Br:60])=[CH:56][CH:55]=1)=[O:53]. The catalyst is CN(C)C=O. The product is [CH3:1][O:2][C:3]([N:5]1[CH2:10][C:9](=[O:11])[N:8]2[CH:12]([C:15](=[O:17])[NH:50][CH2:51][C:52]([C:54]3[CH:59]=[CH:58][C:57]([Br:60])=[CH:56][CH:55]=3)=[O:53])[CH2:13][CH2:14][CH:7]2[CH2:6]1)=[O:4]. The yield is 0.750.